This data is from Full USPTO retrosynthesis dataset with 1.9M reactions from patents (1976-2016). The task is: Predict the reactants needed to synthesize the given product. (1) Given the product [CH:6]([C:5]1[CH:8]=[CH:9][C:2]([O:1][CH2:11][CH2:12][NH:13][C:14](=[O:20])[O:15][C:16]([CH3:19])([CH3:18])[CH3:17])=[CH:3][CH:4]=1)=[O:7], predict the reactants needed to synthesize it. The reactants are: [OH:1][C:2]1[CH:9]=[CH:8][C:5]([CH:6]=[O:7])=[CH:4][CH:3]=1.Br[CH2:11][CH2:12][NH:13][C:14](=[O:20])[O:15][C:16]([CH3:19])([CH3:18])[CH3:17].C(=O)([O-])[O-].[Cs+].[Cs+].[I-].[Na+]. (2) Given the product [N:11]1([S:8]([C:5]([CH3:7])([CH3:6])[C:4]([OH:15])=[O:3])(=[O:10])=[O:9])[CH2:12][CH2:13][CH2:14]1, predict the reactants needed to synthesize it. The reactants are: C([O:3][C:4](=[O:15])[C:5]([S:8]([N:11]1[CH2:14][CH2:13][CH2:12]1)(=[O:10])=[O:9])([CH3:7])[CH3:6])C.C[Si](C)(C)[O-].[K+]. (3) Given the product [C:1]([O:5][C:6]([N:8]1[CH2:13][CH2:12][CH2:11][CH2:10][C@@H:9]1[CH:14]=[N:23][OH:24])=[O:7])([CH3:4])([CH3:3])[CH3:2], predict the reactants needed to synthesize it. The reactants are: [C:1]([O:5][C:6]([N:8]1[CH2:13][CH2:12][CH2:11][CH2:10][C@@H:9]1[CH:14]=O)=[O:7])([CH3:4])([CH3:3])[CH3:2].C([O-])([O-])=O.[Na+].[Na+].Cl.[NH2:23][OH:24]. (4) The reactants are: [F:1][C:2]1[C:3]([C:21]([F:24])([F:23])[F:22])=[C:4]([C:8]2[CH2:13][CH2:12][N:11]([C:14]([O:16][C:17]([CH3:20])([CH3:19])[CH3:18])=[O:15])[CH2:10][CH:9]=2)[CH:5]=[CH:6][CH:7]=1. Given the product [F:1][C:2]1[C:3]([C:21]([F:24])([F:22])[F:23])=[C:4]([CH:8]2[CH2:9][CH2:10][N:11]([C:14]([O:16][C:17]([CH3:20])([CH3:19])[CH3:18])=[O:15])[CH2:12][CH2:13]2)[CH:5]=[CH:6][CH:7]=1, predict the reactants needed to synthesize it. (5) Given the product [Br:15][C:10]1[CH:9]=[CH:8][C:7]2[N:6]([CH2:16][C:17](=[O:28])[CH2:18][NH:19][C:20]3[CH:25]=[CH:24][CH:23]=[C:22]([O:26][CH3:27])[CH:21]=3)[C:5]3[C:13]([C:12]=2[CH:11]=1)=[CH:14][C:2]([Br:1])=[CH:3][CH:4]=3, predict the reactants needed to synthesize it. The reactants are: [Br:1][C:2]1[CH:3]=[CH:4][C:5]2[N:6]([CH2:16][CH:17]([OH:28])[CH2:18][NH:19][C:20]3[CH:25]=[CH:24][CH:23]=[C:22]([O:26][CH3:27])[CH:21]=3)[C:7]3[C:12]([C:13]=2[CH:14]=1)=[CH:11][C:10]([Br:15])=[CH:9][CH:8]=3.C(N(CC)CC)C. (6) Given the product [NH2:20][S:17]([C:10]1[C:11]2[O:15][CH2:14][CH2:13][C:12]=2[CH:16]=[C:8]([C:6](=[O:7])[CH2:5][CH2:4][CH2:3][CH2:2][N:32]([CH2:31][CH2:30][C:25]2[CH:26]=[CH:27][CH:28]=[CH:29][C:24]=2[O:23][C:22]([F:33])([F:34])[F:21])[C:35](=[O:36])[O:37][C:38]([CH3:41])([CH3:40])[CH3:39])[CH:9]=1)(=[O:19])=[O:18], predict the reactants needed to synthesize it. The reactants are: Cl[CH2:2][CH2:3][CH2:4][CH2:5][C:6]([C:8]1[CH:9]=[C:10]([S:17]([NH2:20])(=[O:19])=[O:18])[C:11]2[O:15][CH2:14][CH2:13][C:12]=2[CH:16]=1)=[O:7].[F:21][C:22]([F:34])([F:33])[O:23][C:24]1[CH:29]=[CH:28][CH:27]=[CH:26][C:25]=1[CH2:30][CH2:31][NH2:32].[C:35](O[C:35]([O:37][C:38]([CH3:41])([CH3:40])[CH3:39])=[O:36])([O:37][C:38]([CH3:41])([CH3:40])[CH3:39])=[O:36].C(N(CC)CC)C. (7) Given the product [NH:63]1[C:58]2[CH:59]=[CH:60][CH:61]=[CH:62][C:57]=2[N:64]=[C:12]1[CH:11]([NH:10][C:8](=[O:9])[O:7][C:3]([CH3:6])([CH3:5])[CH3:4])[CH2:15][C:16]1[CH:21]=[CH:20][C:19]([O:22][CH3:23])=[CH:18][CH:17]=1, predict the reactants needed to synthesize it. The reactants are: N#N.[C:3]([O:7][C:8]([NH:10][CH:11]([CH2:15][C:16]1[CH:21]=[CH:20][C:19]([O:22][CH3:23])=[CH:18][CH:17]=1)[C:12](O)=O)=[O:9])([CH3:6])([CH3:5])[CH3:4].CCN(C(C)C)C(C)C.CN(C(ON1N=NC2C=CC=NC1=2)=[N+](C)C)C.F[P-](F)(F)(F)(F)F.[C:57]1([NH2:64])[CH:62]=[CH:61][CH:60]=[CH:59][C:58]=1[NH2:63]. (8) Given the product [CH2:1]([O:3][C:4]([C:6]1[C:7]2[C:15]([C:37]#[C:36][CH:30]3[CH2:35][CH2:34][CH2:33][CH2:32][CH2:31]3)=[N:14][N:13]([CH:17]3[CH2:22][CH2:21][CH2:20][CH2:19][O:18]3)[C:8]=2[N:9]=[C:10]([Cl:12])[CH:11]=1)=[O:5])[CH3:2], predict the reactants needed to synthesize it. The reactants are: [CH2:1]([O:3][C:4]([C:6]1[C:7]2[C:15](I)=[N:14][N:13]([CH:17]3[CH2:22][CH2:21][CH2:20][CH2:19][O:18]3)[C:8]=2[N:9]=[C:10]([Cl:12])[CH:11]=1)=[O:5])[CH3:2].C(N(CC)CC)C.[CH:30]1([C:36]#[CH:37])[CH2:35][CH2:34][CH2:33][CH2:32][CH2:31]1. (9) Given the product [CH3:49][O:50][C:51]1[CH:52]=[C:53]([NH:54][C:70]2[CH:75]=[C:74]([O:76][C:77]3[C:86]4[C:81](=[CH:82][CH:83]=[CH:84][CH:85]=4)[C:80]([NH:87][C:88](=[O:94])[O:89][C:90]([CH3:92])([CH3:91])[CH3:93])=[CH:79][CH:78]=3)[CH:73]=[CH:72][N:71]=2)[CH:55]=[C:56]([O:58][CH2:59][CH2:60][O:61][CH2:62][CH2:63][O:64][CH2:65][CH2:66][O:67][CH3:68])[CH:57]=1, predict the reactants needed to synthesize it. The reactants are: C1C=CC(P(C2C(C3C(P(C4C=CC=CC=4)C4C=CC=CC=4)=CC=C4C=3C=CC=C4)=C3C(C=CC=C3)=CC=2)C2C=CC=CC=2)=CC=1.N#N.[CH3:49][O:50][C:51]1[CH:52]=[C:53]([CH:55]=[C:56]([O:58][CH2:59][CH2:60][O:61][CH2:62][CH2:63][O:64][CH2:65][CH2:66][O:67][CH3:68])[CH:57]=1)[NH2:54].Cl[C:70]1[CH:75]=[C:74]([O:76][C:77]2[C:86]3[C:81](=[CH:82][CH:83]=[CH:84][CH:85]=3)[C:80]([NH:87][C:88](=[O:94])[O:89][C:90]([CH3:93])([CH3:92])[CH3:91])=[CH:79][CH:78]=2)[CH:73]=[CH:72][N:71]=1.